Binary Classification. Given a drug SMILES string, predict its activity (active/inactive) in a high-throughput screening assay against a specified biological target. From a dataset of M1 muscarinic receptor antagonist screen with 61,756 compounds. The compound is S1C2(NC(=O)C(=C1SCC(OC)=O)C#N)CCCCC2. The result is 0 (inactive).